Task: Regression. Given two drug SMILES strings and cell line genomic features, predict the synergy score measuring deviation from expected non-interaction effect.. Dataset: NCI-60 drug combinations with 297,098 pairs across 59 cell lines (1) Drug 1: CC1=C(C=C(C=C1)NC(=O)C2=CC=C(C=C2)CN3CCN(CC3)C)NC4=NC=CC(=N4)C5=CN=CC=C5. Drug 2: CN(CCCl)CCCl.Cl. Cell line: K-562. Synergy scores: CSS=39.0, Synergy_ZIP=-10.6, Synergy_Bliss=-4.72, Synergy_Loewe=-3.88, Synergy_HSA=-0.610. (2) Drug 1: CC1=C(C=C(C=C1)C(=O)NC2=CC(=CC(=C2)C(F)(F)F)N3C=C(N=C3)C)NC4=NC=CC(=N4)C5=CN=CC=C5. Drug 2: CC12CCC3C(C1CCC2O)C(CC4=C3C=CC(=C4)O)CCCCCCCCCS(=O)CCCC(C(F)(F)F)(F)F. Cell line: BT-549. Synergy scores: CSS=0.278, Synergy_ZIP=-0.379, Synergy_Bliss=-0.213, Synergy_Loewe=-1.85, Synergy_HSA=-1.68. (3) Drug 1: CC1=C(C=C(C=C1)NC(=O)C2=CC=C(C=C2)CN3CCN(CC3)C)NC4=NC=CC(=N4)C5=CN=CC=C5. Drug 2: CCN(CC)CCCC(C)NC1=C2C=C(C=CC2=NC3=C1C=CC(=C3)Cl)OC. Cell line: OVCAR-4. Synergy scores: CSS=14.4, Synergy_ZIP=-4.44, Synergy_Bliss=-0.648, Synergy_Loewe=-0.368, Synergy_HSA=0.851. (4) Drug 1: CC1=CC=C(C=C1)C2=CC(=NN2C3=CC=C(C=C3)S(=O)(=O)N)C(F)(F)F. Drug 2: CC(C)NC(=O)C1=CC=C(C=C1)CNNC.Cl. Cell line: PC-3. Synergy scores: CSS=0.980, Synergy_ZIP=0.826, Synergy_Bliss=2.16, Synergy_Loewe=-0.433, Synergy_HSA=-0.0205. (5) Drug 2: C1=NC(=NC(=O)N1C2C(C(C(O2)CO)O)O)N. Synergy scores: CSS=41.1, Synergy_ZIP=-1.20, Synergy_Bliss=2.98, Synergy_Loewe=4.11, Synergy_HSA=4.26. Drug 1: CC(CN1CC(=O)NC(=O)C1)N2CC(=O)NC(=O)C2. Cell line: HT29. (6) Drug 1: C1=CC(=CC=C1CCC2=CNC3=C2C(=O)NC(=N3)N)C(=O)NC(CCC(=O)O)C(=O)O. Drug 2: COC1=CC(=CC(=C1O)OC)C2C3C(COC3=O)C(C4=CC5=C(C=C24)OCO5)OC6C(C(C7C(O6)COC(O7)C8=CC=CS8)O)O. Cell line: HOP-92. Synergy scores: CSS=39.9, Synergy_ZIP=-3.83, Synergy_Bliss=0.460, Synergy_Loewe=-0.929, Synergy_HSA=3.73.